From a dataset of NCI-60 drug combinations with 297,098 pairs across 59 cell lines. Regression. Given two drug SMILES strings and cell line genomic features, predict the synergy score measuring deviation from expected non-interaction effect. (1) Drug 1: C1=CC(=C2C(=C1NCCNCCO)C(=O)C3=C(C=CC(=C3C2=O)O)O)NCCNCCO. Drug 2: C1CC(=O)NC(=O)C1N2C(=O)C3=CC=CC=C3C2=O. Cell line: SK-OV-3. Synergy scores: CSS=48.6, Synergy_ZIP=2.08, Synergy_Bliss=4.32, Synergy_Loewe=-43.1, Synergy_HSA=4.99. (2) Drug 1: C1CCC(CC1)NC(=O)N(CCCl)N=O. Drug 2: C1C(C(OC1N2C=NC3=C2NC=NCC3O)CO)O. Cell line: HCT116. Synergy scores: CSS=19.1, Synergy_ZIP=-8.50, Synergy_Bliss=-6.24, Synergy_Loewe=-10.3, Synergy_HSA=-4.32. (3) Drug 1: C1CC(C1)(C(=O)O)C(=O)O.[NH2-].[NH2-].[Pt+2]. Drug 2: C1CN(CCN1C(=O)CCBr)C(=O)CCBr. Cell line: OVCAR-4. Synergy scores: CSS=1.82, Synergy_ZIP=-2.13, Synergy_Bliss=0.723, Synergy_Loewe=-5.74, Synergy_HSA=-2.46. (4) Drug 1: COC1=NC(=NC2=C1N=CN2C3C(C(C(O3)CO)O)O)N. Cell line: HS 578T. Synergy scores: CSS=3.49, Synergy_ZIP=-2.06, Synergy_Bliss=-2.93, Synergy_Loewe=-2.39, Synergy_HSA=-2.65. Drug 2: CCN(CC)CCNC(=O)C1=C(NC(=C1C)C=C2C3=C(C=CC(=C3)F)NC2=O)C. (5) Drug 1: CC1C(C(CC(O1)OC2CC(OC(C2O)C)OC3=CC4=CC5=C(C(=O)C(C(C5)C(C(=O)C(C(C)O)O)OC)OC6CC(C(C(O6)C)O)OC7CC(C(C(O7)C)O)OC8CC(C(C(O8)C)O)(C)O)C(=C4C(=C3C)O)O)O)O. Drug 2: B(C(CC(C)C)NC(=O)C(CC1=CC=CC=C1)NC(=O)C2=NC=CN=C2)(O)O. Cell line: BT-549. Synergy scores: CSS=61.8, Synergy_ZIP=5.92, Synergy_Bliss=6.11, Synergy_Loewe=-1.42, Synergy_HSA=6.02. (6) Drug 1: C1CC(C1)(C(=O)O)C(=O)O.[NH2-].[NH2-].[Pt+2]. Synergy scores: CSS=18.5, Synergy_ZIP=-2.55, Synergy_Bliss=4.81, Synergy_Loewe=-8.93, Synergy_HSA=5.19. Cell line: HOP-92. Drug 2: CCC1(C2=C(COC1=O)C(=O)N3CC4=CC5=C(C=CC(=C5CN(C)C)O)N=C4C3=C2)O.Cl. (7) Drug 2: C1=CC(=CC=C1CC(C(=O)O)N)N(CCCl)CCCl.Cl. Synergy scores: CSS=17.3, Synergy_ZIP=-4.12, Synergy_Bliss=4.53, Synergy_Loewe=-0.767, Synergy_HSA=0.772. Drug 1: C1CCC(C1)C(CC#N)N2C=C(C=N2)C3=C4C=CNC4=NC=N3. Cell line: K-562. (8) Drug 1: C1=CC(=C(C=C1I)F)NC2=C(C=CC(=C2F)F)C(=O)NOCC(CO)O. Drug 2: CC(C)(C#N)C1=CC=C(C=C1)N2C3=C4C=C(C=CC4=NC=C3N(C2=O)C)C5=CC6=CC=CC=C6N=C5. Cell line: SW-620. Synergy scores: CSS=74.5, Synergy_ZIP=-0.529, Synergy_Bliss=-0.959, Synergy_Loewe=5.76, Synergy_HSA=7.74. (9) Drug 1: CS(=O)(=O)C1=CC(=C(C=C1)C(=O)NC2=CC(=C(C=C2)Cl)C3=CC=CC=N3)Cl. Drug 2: CC1=C(C=C(C=C1)NC2=NC=CC(=N2)N(C)C3=CC4=NN(C(=C4C=C3)C)C)S(=O)(=O)N.Cl. Cell line: CAKI-1. Synergy scores: CSS=55.5, Synergy_ZIP=24.3, Synergy_Bliss=25.0, Synergy_Loewe=18.3, Synergy_HSA=26.5.